From a dataset of Catalyst prediction with 721,799 reactions and 888 catalyst types from USPTO. Predict which catalyst facilitates the given reaction. (1) Reactant: [C:1]1([CH2:7][CH:8]([C:11]2[CH:20]=[C:19]3[C:14]([CH2:15][CH2:16][NH:17][CH2:18]3)=[CH:13][CH:12]=2)[C:9]#[N:10])[CH:6]=[CH:5][CH:4]=[CH:3][CH:2]=1.[CH3:21][N:22]1[CH:26]=[C:25]([S:27](Cl)(=[O:29])=[O:28])[N:24]=[CH:23]1. Product: [CH3:21][N:22]1[CH:26]=[C:25]([S:27]([N:17]2[CH2:16][CH2:15][C:14]3[C:19](=[CH:20][C:11]([CH:8]([CH2:7][C:1]4[CH:6]=[CH:5][CH:4]=[CH:3][CH:2]=4)[C:9]#[N:10])=[CH:12][CH:13]=3)[CH2:18]2)(=[O:29])=[O:28])[N:24]=[CH:23]1. The catalyst class is: 64. (2) Reactant: [NH2:1][C:2]([C:8]1[CH:9]=[N:10][CH:11]=[CH:12][CH:13]=1)=[CH:3][C:4]([O:6][CH3:7])=[O:5].[ClH:14]. Product: [ClH:14].[ClH:14].[NH2:1][CH:2]([C:8]1[CH:9]=[N:10][CH:11]=[CH:12][CH:13]=1)[CH2:3][C:4]([O:6][CH3:7])=[O:5]. The catalyst class is: 331. (3) Reactant: [H-].[Na+].[F:3][C:4]1[CH:5]=[C:6]([CH:12]2[CH2:16][NH:15][C:14](=[O:17])[CH2:13]2)[CH:7]=[C:8]([F:11])[C:9]=1[F:10].Br.Br[CH2:20][C:21]1[CH:26]=[CH:25][N:24]=[C:23]([NH2:27])[CH:22]=1.C(O)CC.CCCCCC. Product: [NH2:27][C:23]1[CH:22]=[C:21]([CH2:20][N:15]2[CH2:16][CH:12]([C:6]3[CH:5]=[C:4]([F:3])[C:9]([F:10])=[C:8]([F:11])[CH:7]=3)[CH2:13][C:14]2=[O:17])[CH:26]=[CH:25][N:24]=1. The catalyst class is: 589. (4) Reactant: [CH:1]1[C:10]2[C:5](=[CH:6][C:7](C(OC)=O)=[CH:8][CH:9]=2)[CH:4]=[CH:3][C:2]=1[C:15]([O:17]C)=O.[CH:19]([NH2:21])=[O:20].C[N:23](C)C=O.C[O-].[Na+]. Product: [CH:1]1[C:10]2[C:5](=[CH:6][C:7]([C:19]([NH2:21])=[O:20])=[CH:8][CH:9]=2)[CH:4]=[CH:3][C:2]=1[C:15]([NH2:23])=[O:17]. The catalyst class is: 5. (5) The catalyst class is: 4. Product: [Br:42][C:43]1[CH:48]=[C:47]([F:49])[CH:46]=[CH:45][C:44]=1[CH2:50][NH:51][C:8](=[O:10])[CH2:7][C:6]1[C:2]([CH3:1])=[N:3][O:4][C:5]=1[CH3:11]. Reactant: [CH3:1][C:2]1[C:6]([CH2:7][C:8]([OH:10])=O)=[C:5]([CH3:11])[O:4][N:3]=1.CCN=C=NCCCN(C)C.Cl.ON1C2C=CC=CC=2N=N1.C(N1CCOCC1)C.[Br:42][C:43]1[CH:48]=[C:47]([F:49])[CH:46]=[CH:45][C:44]=1[CH2:50][NH2:51]. (6) Reactant: [H-].[Na+].[OH:3]/[N:4]=[C:5](/[C:10]1[CH:15]=[CH:14][CH:13]=[C:12]([O:16][C:17]2[CH:22]=[CH:21][CH:20]=[CH:19][CH:18]=2)[CH:11]=1)\[C:6]([O:8]C)=[O:7].Cl[CH2:24][C:25]1[CH:44]=[CH:43][C:28]([O:29][CH2:30][C:31]2[N:32]=[C:33]([C:37]3[CH:42]=[CH:41][CH:40]=[CH:39][CH:38]=3)[O:34][C:35]=2[CH3:36])=[CH:27][CH:26]=1.Cl.C(=O)(O)[O-].[Na+]. Product: [CH3:36][C:35]1[O:34][C:33]([C:37]2[CH:38]=[CH:39][CH:40]=[CH:41][CH:42]=2)=[N:32][C:31]=1[CH2:30][O:29][C:28]1[CH:27]=[CH:26][C:25]([CH2:24][O:3]/[N:4]=[C:5](/[C:10]2[CH:15]=[CH:14][CH:13]=[C:12]([O:16][C:17]3[CH:22]=[CH:21][CH:20]=[CH:19][CH:18]=3)[CH:11]=2)\[C:6]([OH:8])=[O:7])=[CH:44][CH:43]=1. The catalyst class is: 9. (7) Reactant: O.[BH4-].[Na+].[C:4]([C:7]1[CH:8]=[N:9][C:10]([Br:13])=[CH:11][CH:12]=1)(=[O:6])[CH3:5]. Product: [Br:13][C:10]1[N:9]=[CH:8][C:7]([CH:4]([OH:6])[CH3:5])=[CH:12][CH:11]=1. The catalyst class is: 8. (8) Reactant: C(N(CC)CC)C.[NH2:8][CH2:9][CH2:10][C:11]1[N:12]([CH3:25])[N:13]=[C:14]2[C:23]=1[C:22]1[CH2:21][CH2:20][CH2:19][CH2:18][C:17]=1[N:16]=[C:15]2[NH2:24].[CH:26]([N:29]=[C:30]=[O:31])([CH3:28])[CH3:27]. Product: [NH2:24][C:15]1[C:14]2=[N:13][N:12]([CH3:25])[C:11]([CH2:10][CH2:9][NH:8][C:30]([NH:29][CH:26]([CH3:28])[CH3:27])=[O:31])=[C:23]2[C:22]2[CH2:21][CH2:20][CH2:19][CH2:18][C:17]=2[N:16]=1. The catalyst class is: 526. (9) Reactant: [O-]P([O-])([O-])=O.[K+].[K+].[K+].[Cl:9][C:10]1[C:29](I)=[CH:28][C:13]([C:14]([NH:16][C:17]2[CH:22]=[CH:21][C:20]([O:23][C:24]([Cl:27])([F:26])[F:25])=[CH:19][CH:18]=2)=[O:15])=[CH:12][N:11]=1.[CH3:31][C:32]1[CH:33]=[N:34][N:35]([CH:46]2[CH2:51][CH2:50][CH2:49][CH2:48][O:47]2)[C:36]=1B1OC(C)(C)C(C)(C)O1.O. Product: [Cl:9][C:10]1[C:29]([C:36]2[N:35]([CH:46]3[CH2:51][CH2:50][CH2:49][CH2:48][O:47]3)[N:34]=[CH:33][C:32]=2[CH3:31])=[CH:28][C:13]([C:14]([NH:16][C:17]2[CH:22]=[CH:21][C:20]([O:23][C:24]([Cl:27])([F:26])[F:25])=[CH:19][CH:18]=2)=[O:15])=[CH:12][N:11]=1. The catalyst class is: 109. (10) Reactant: Br[C:2]1[S:3][C:4](Br)=[CH:5][CH:6]=1.C([Li])CCC.CCCCCC.[CH3:19][Sn:20](Cl)([CH3:22])[CH3:21]. Product: [CH3:19][Sn:20]([CH3:22])([CH3:21])[C:2]1[S:3][C:4]([Sn:20]([CH3:22])([CH3:21])[CH3:19])=[CH:5][CH:6]=1. The catalyst class is: 7.